Dataset: Forward reaction prediction with 1.9M reactions from USPTO patents (1976-2016). Task: Predict the product of the given reaction. Given the reactants [NH:1]1[CH:5]=[C:4]([C:6]([O:8][CH3:9])=[O:7])[N:3]=[CH:2]1.[H-].[Na+].Cl[C:13]1[CH:18]=[C:17]([C:19]([F:22])([F:21])[F:20])[CH:16]=[CH:15][N:14]=1.[C:23](OCC)(=O)C, predict the reaction product. The product is: [F:20][C:19]([F:22])([F:21])[C:17]1[CH:16]=[CH:15][N:14]=[C:13]([N:1]2[CH:5]=[C:4]([C:6]([O:8][CH2:9][CH3:23])=[O:7])[N:3]=[CH:2]2)[CH:18]=1.